This data is from NCI-60 drug combinations with 297,098 pairs across 59 cell lines. The task is: Regression. Given two drug SMILES strings and cell line genomic features, predict the synergy score measuring deviation from expected non-interaction effect. (1) Drug 1: CC1=C(C(=CC=C1)Cl)NC(=O)C2=CN=C(S2)NC3=CC(=NC(=N3)C)N4CCN(CC4)CCO. Drug 2: CN1C2=C(C=C(C=C2)N(CCCl)CCCl)N=C1CCCC(=O)O.Cl. Cell line: SF-295. Synergy scores: CSS=15.7, Synergy_ZIP=-2.36, Synergy_Bliss=1.99, Synergy_Loewe=-89.8, Synergy_HSA=2.78. (2) Drug 1: C1=CC(=C2C(=C1NCCNCCO)C(=O)C3=C(C=CC(=C3C2=O)O)O)NCCNCCO. Drug 2: CCN(CC)CCCC(C)NC1=C2C=C(C=CC2=NC3=C1C=CC(=C3)Cl)OC. Cell line: HL-60(TB). Synergy scores: CSS=47.8, Synergy_ZIP=3.88, Synergy_Bliss=-0.512, Synergy_Loewe=-3.52, Synergy_HSA=1.46.